Dataset: Reaction yield outcomes from USPTO patents with 853,638 reactions. Task: Predict the reaction yield, written as a fraction of the theoretical maximum amount of product (1.0 means a 100% yield; for example, 0.34 means a 34% yield). (1) The reactants are FC1C=CC=CC=1C1NC2C(=NC=NC=2)N=1.[F:17][C:18]1[C:26](F)=[CH:25][CH:24]=[CH:23][C:19]=1[C:20]([OH:22])=[O:21]. No catalyst specified. The product is [F:17][C:18]1[CH:26]=[CH:25][CH:24]=[CH:23][C:19]=1[C:20]([OH:22])=[O:21]. The yield is 0.457. (2) The catalyst is ClCCl.CCOC(C)=O. The product is [F:53][C:52]([F:54])([F:55])[C:50]1[CH:51]=[C:46]([NH:43][C:13]([N:15]2[CH2:20][CH2:19][N:18]([C:21]3[C:26]([O:27][CH2:28][C:29]4[CH:34]=[CH:33][N:32]=[C:31]([F:35])[CH:30]=4)=[N:25][CH:24]=[CH:23][N:22]=3)[CH2:17][CH2:16]2)=[O:12])[CH:47]=[C:48]([C:56]([F:57])([F:59])[F:58])[CH:49]=1. The reactants are C(O)(C(F)(F)F)=O.C([O:12][C:13]([N:15]1[CH2:20][CH2:19][N:18]([C:21]2[C:26]([O:27][CH2:28][C:29]3[CH:34]=[CH:33][N:32]=[C:31]([F:35])[CH:30]=3)=[N:25][CH:24]=[CH:23][N:22]=2)[CH2:17][CH2:16]1)=O)(C)(C)C.C(N(CC)CC)C.[N:43]([C:46]1[CH:51]=[C:50]([C:52]([F:55])([F:54])[F:53])[CH:49]=[C:48]([C:56]([F:59])([F:58])[F:57])[CH:47]=1)=C=O. The yield is 0.320. (3) The reactants are COCCN(S(F)(F)F)CCOC.[C:14]([O:18][C:19]([NH:21][C@H:22]([CH3:33])[C:23]([NH:25][CH:26]([CH2:31][OH:32])[C:27]([O:29][CH3:30])=[O:28])=O)=[O:20])([CH3:17])([CH3:16])[CH3:15].BrC(Cl)(Cl)Cl. The catalyst is C(Cl)Cl. The product is [C:14]([O:18][C:19]([NH:21][C@@H:22]([C:23]1[O:32][CH:31]=[C:26]([C:27]([O:29][CH3:30])=[O:28])[N:25]=1)[CH3:33])=[O:20])([CH3:17])([CH3:16])[CH3:15]. The yield is 0.650. (4) The reactants are [CH3:1][C:2]1[CH:9]=[CH:8][CH:7]=[CH:6][C:3]=1[CH:4]=O.[CH3:10][NH2:11].[BH4-].[Na+]. The catalyst is CO. The product is [CH3:10][NH:11][CH2:4][C:3]1[CH:6]=[CH:7][CH:8]=[CH:9][C:2]=1[CH3:1]. The yield is 0.932.